Dataset: Full USPTO retrosynthesis dataset with 1.9M reactions from patents (1976-2016). Task: Predict the reactants needed to synthesize the given product. (1) Given the product [CH3:24][P:22]([C:12]1[N:11]([C:26]2[CH:27]=[CH:28][C:29]([O:32][CH3:33])=[CH:30][CH:31]=2)[C:10]([C:34]([N:36]([CH3:37])[CH3:38])=[O:35])=[C:9]([OH:8])[C:13]=1[OH:14])([CH3:25])=[O:23], predict the reactants needed to synthesize it. The reactants are: C([O:8][C:9]1[C:13]([O:14]CC2C=CC=CC=2)=[C:12]([P:22]([CH3:25])([CH3:24])=[O:23])[N:11]([C:26]2[CH:31]=[CH:30][C:29]([O:32][CH3:33])=[CH:28][CH:27]=2)[C:10]=1[C:34]([N:36]([CH3:38])[CH3:37])=[O:35])C1C=CC=CC=1. (2) Given the product [Cl:16][C:4]1[C:5](=[O:15])[N:6]([CH:9]2[CH2:14][CH2:13][CH2:12][CH2:11][CH2:10]2)[N:7]([CH3:8])[C:3]=1[CH2:2][N:22]1[CH2:21][CH2:20][N:19]([C:24]2[CH:25]=[C:26]([CH3:30])[CH:27]=[CH:28][CH:29]=2)[CH:18]([CH3:17])[CH2:23]1, predict the reactants needed to synthesize it. The reactants are: Br[CH2:2][C:3]1[N:7]([CH3:8])[N:6]([CH:9]2[CH2:14][CH2:13][CH2:12][CH2:11][CH2:10]2)[C:5](=[O:15])[C:4]=1[Cl:16].[CH3:17][CH:18]1[CH2:23][NH:22][CH2:21][CH2:20][N:19]1[C:24]1[CH:25]=[C:26]([CH3:30])[CH:27]=[CH:28][CH:29]=1.C(=O)([O-])[O-].[K+].[K+]. (3) Given the product [C:37]([C:34]1[CH:33]=[CH:32][C:31]([O:30][CH2:29][C@@H:9]([NH:8][C:6](=[O:7])[O:5][C:1]([CH3:3])([CH3:4])[CH3:2])[CH2:10][N:11]2[CH2:12][CH:13]3[CH:14]([CH2:16][NH:17][CH2:18]3)[CH2:15]2)=[CH:36][CH:35]=1)#[N:38], predict the reactants needed to synthesize it. The reactants are: [C:1]([O:5][C:6]([NH:8][C@H:9]([CH2:29][O:30][C:31]1[CH:36]=[CH:35][C:34]([C:37]#[N:38])=[CH:33][CH:32]=1)[CH2:10][N:11]1[CH2:15][CH:14]2[CH2:16][N:17](C(OCC3C=CC=CC=3)=O)[CH2:18][CH:13]2[CH2:12]1)=[O:7])([CH3:4])([CH3:3])[CH3:2]. (4) Given the product [CH:1]1([C:4]([N:6]2[CH2:10][CH2:9][C@@H:8]([CH2:11][NH:12][C:13]3[C:14]([NH2:21])=[CH:15][C:16]([O:19][CH3:20])=[CH:17][CH:18]=3)[CH2:7]2)=[O:5])[CH2:3][CH2:2]1, predict the reactants needed to synthesize it. The reactants are: [CH:1]1([C:4]([N:6]2[CH2:10][CH2:9][C@@H:8]([CH2:11][NH:12][C:13]3[CH:18]=[CH:17][C:16]([O:19][CH3:20])=[CH:15][C:14]=3[N+:21]([O-])=O)[CH2:7]2)=[O:5])[CH2:3][CH2:2]1. (5) Given the product [CH2:1]([O:3][C:4](=[O:28])[CH2:5][CH2:6][C:7]1([CH3:27])[CH2:12][N:11]([C:13]([O:15][C:16]([CH3:18])([CH3:19])[CH3:17])=[O:14])[CH2:10][CH2:9][N:8]1[C:20]([O:22][C:23]([CH3:26])([CH3:25])[CH3:24])=[O:21])[CH3:2], predict the reactants needed to synthesize it. The reactants are: [CH2:1]([O:3][C:4](=[O:28])/[CH:5]=[CH:6]/[C:7]1([CH3:27])[CH2:12][N:11]([C:13]([O:15][C:16]([CH3:19])([CH3:18])[CH3:17])=[O:14])[CH2:10][CH2:9][N:8]1[C:20]([O:22][C:23]([CH3:26])([CH3:25])[CH3:24])=[O:21])[CH3:2].